Dataset: Catalyst prediction with 721,799 reactions and 888 catalyst types from USPTO. Task: Predict which catalyst facilitates the given reaction. (1) Reactant: [CH3:1][S:2](Cl)(=[O:4])=[O:3].[C:6]([C:8]1[CH:26]=[CH:25][C:11]([O:12][CH2:13][CH:14]([OH:24])[CH2:15][NH:16][C:17](=[O:23])[O:18][C:19]([CH3:22])([CH3:21])[CH3:20])=[CH:10][CH:9]=1)#[N:7].O.C(Cl)Cl. Product: [CH3:1][S:2]([O:24][CH:14]([CH2:13][O:12][C:11]1[CH:10]=[CH:9][C:8]([C:6]#[N:7])=[CH:26][CH:25]=1)[CH2:15][NH:16][C:17]([O:18][C:19]([CH3:20])([CH3:21])[CH3:22])=[O:23])(=[O:4])=[O:3]. The catalyst class is: 341. (2) Reactant: [CH3:1][C:2]1[C:6]2[CH:7]=[C:8]([OH:11])[CH:9]=[CH:10][C:5]=2[N:4]([CH2:12][C:13]2[CH:18]=[CH:17][C:16]([O:19][CH2:20][CH2:21][N:22]3[CH2:28][CH2:27][CH2:26][CH2:25][CH2:24][CH2:23]3)=[CH:15][CH:14]=2)[C:3]=1[C:29]1[CH:34]=[CH:33][C:32]([OH:35])=[CH:31][CH:30]=1.Cl.CN(C)C=O.C1(C)C=CC=CC=1.N1CCOCC1. Product: [CH3:1][C:2]1[C:6]2[CH:7]=[C:8]([OH:11])[CH:9]=[CH:10][C:5]=2[N:4]([CH2:12][C:13]2[CH:14]=[CH:15][C:16]([O:19][CH2:20][CH2:21][N:22]3[CH2:23][CH2:24][CH2:25][CH2:26][CH2:27][CH2:28]3)=[CH:17][CH:18]=2)[C:3]=1[C:29]1[CH:34]=[CH:33][C:32]([OH:35])=[CH:31][CH:30]=1. The catalyst class is: 6. (3) Reactant: [CH:1]1([NH:4][C:5]2[N:10]=[C:9](O)[C:8]([C:12]#[N:13])=[C:7]([C:14]3[CH:19]=[CH:18][C:17]([C:20]([F:23])([F:22])[F:21])=[CH:16][CH:15]=3)[N:6]=2)[CH2:3][CH2:2]1.P(Cl)(Cl)([Cl:26])=O. Product: [Cl:26][C:9]1[C:8]([C:12]#[N:13])=[C:7]([C:14]2[CH:19]=[CH:18][C:17]([C:20]([F:23])([F:22])[F:21])=[CH:16][CH:15]=2)[N:6]=[C:5]([NH:4][CH:1]2[CH2:3][CH2:2]2)[N:10]=1. The catalyst class is: 887. (4) Reactant: [H-].[Na+].[Br:3][C:4]1[CH:5]=[C:6]2[C:11](=[N:12][CH:13]=1)[NH:10][CH2:9][CH2:8][CH2:7]2.[C:14](O[C:14]([O:16][C:17]([CH3:20])([CH3:19])[CH3:18])=[O:15])([O:16][C:17]([CH3:20])([CH3:19])[CH3:18])=[O:15]. Product: [C:17]([O:16][C:14]([N:10]1[C:11]2[C:6](=[CH:5][C:4]([Br:3])=[CH:13][N:12]=2)[CH2:7][CH2:8][CH2:9]1)=[O:15])([CH3:20])([CH3:19])[CH3:18]. The catalyst class is: 1. (5) Reactant: [O:1]1[CH:6]=[CH:5][CH2:4][CH2:3][CH2:2]1.[Br:7][C:8]1[N:12]=[CH:11][NH:10][N:9]=1.CS(O)(=O)=O. Product: [Br:7][C:8]1[N:12]=[CH:11][N:10]([CH:6]2[CH2:5][CH2:4][CH2:3][CH2:2][O:1]2)[N:9]=1. The catalyst class is: 7.